This data is from Peptide-MHC class I binding affinity with 185,985 pairs from IEDB/IMGT. The task is: Regression. Given a peptide amino acid sequence and an MHC pseudo amino acid sequence, predict their binding affinity value. This is MHC class I binding data. (1) The peptide sequence is ASGFIEAE. The MHC is Mamu-B03 with pseudo-sequence Mamu-B03. The binding affinity (normalized) is 0. (2) The peptide sequence is VIARTHTAL. The MHC is HLA-B07:02 with pseudo-sequence HLA-B07:02. The binding affinity (normalized) is 0.624. (3) The peptide sequence is MLDQFGVSY. The MHC is HLA-B08:02 with pseudo-sequence HLA-B08:02. The binding affinity (normalized) is 0.0847. (4) The peptide sequence is QPKKAAAAL. The MHC is HLA-B38:01 with pseudo-sequence HLA-B38:01. The binding affinity (normalized) is 0.0847. (5) The peptide sequence is WTTYMDTFFR. The MHC is HLA-A02:03 with pseudo-sequence HLA-A02:03. The binding affinity (normalized) is 0. (6) The peptide sequence is PLESDAVECL. The MHC is HLA-A02:01 with pseudo-sequence HLA-A02:01. The binding affinity (normalized) is 0.